This data is from Full USPTO retrosynthesis dataset with 1.9M reactions from patents (1976-2016). The task is: Predict the reactants needed to synthesize the given product. (1) The reactants are: C([O:3][C:4](=O)[CH:5]([C:11]1[CH:16]=[CH:15][CH:14]=[C:13]([CH:17]2[O:21][CH2:20][CH2:19][O:18]2)[CH:12]=1)[C:6](OCC)=[O:7])C.[Cl-].[Ca+2].[Cl-].C(O)C.[BH4-].[Na+]. Given the product [O:18]1[CH2:19][CH2:20][O:21][CH:17]1[C:13]1[CH:12]=[C:11]([CH:5]([CH2:6][OH:7])[CH2:4][OH:3])[CH:16]=[CH:15][CH:14]=1, predict the reactants needed to synthesize it. (2) The reactants are: [CH3:1][O:2][C:3]1[CH:12]=[C:11]2[C:6]([C:7]([NH:13][C:14]3[CH:19]=[CH:18][C:17]([O:20][C:21]4[CH:26]=[CH:25][CH:24]=[CH:23][CH:22]=4)=[CH:16][CH:15]=3)=[N:8][CH:9]=[N:10]2)=[CH:5][C:4]=1[N+:27]([O-])=O.[Cl-].[NH4+].O.CC(=O)OCC. Given the product [CH3:1][O:2][C:3]1[CH:12]=[C:11]2[C:6]([C:7]([NH:13][C:14]3[CH:15]=[CH:16][C:17]([O:20][C:21]4[CH:26]=[CH:25][CH:24]=[CH:23][CH:22]=4)=[CH:18][CH:19]=3)=[N:8][CH:9]=[N:10]2)=[CH:5][C:4]=1[NH2:27], predict the reactants needed to synthesize it. (3) Given the product [Cl:17][C:18]1[CH:19]=[CH:20][C:21]([N:24]2[CH:28]=[CH:27][C:26]([O:29][CH2:2][C:3]3[C:8]([F:9])=[CH:7][CH:6]=[CH:5][C:4]=3[N:10]3[C:14](=[O:15])[N:13]([CH3:16])[N:12]=[N:11]3)=[N:25]2)=[CH:22][CH:23]=1, predict the reactants needed to synthesize it. The reactants are: Br[CH2:2][C:3]1[C:8]([F:9])=[CH:7][CH:6]=[CH:5][C:4]=1[N:10]1[C:14](=[O:15])[N:13]([CH3:16])[N:12]=[N:11]1.[Cl:17][C:18]1[CH:23]=[CH:22][C:21]([N:24]2[CH:28]=[CH:27][C:26]([OH:29])=[N:25]2)=[CH:20][CH:19]=1.C(=O)([O-])[O-].[K+].[K+].C(#N)C. (4) Given the product [Cl:11][SiH:9]([Cl:10])[C:6]1[CH:7]=[CH:8][C:3]([Si:2]([Cl:14])([Cl:1])[Cl:13])=[CH:4][CH:5]=1, predict the reactants needed to synthesize it. The reactants are: [Cl:1][Si:2]([Cl:14])([Cl:13])[C:3]1[CH:8]=[CH:7][C:6]([Si:9](Cl)([Cl:11])[Cl:10])=[CH:5][CH:4]=1.C[SiH](Cl)Cl. (5) Given the product [Cl:1][C:2]1[CH:7]=[CH:6][C:5]([C:8]2[C:13]3[CH:14]=[C:15]([C:17]4[CH:18]=[CH:19][N:20]=[CH:21][CH:22]=4)[S:16][C:12]=3[S:11](=[O:24])(=[O:23])[NH:10][CH:9]=2)=[CH:4][CH:3]=1, predict the reactants needed to synthesize it. The reactants are: [Cl:1][C:2]1[CH:7]=[CH:6][C:5]([C:8]2(O)[C:13]3[CH:14]=[C:15]([C:17]4[CH:22]=[CH:21][N:20]=[CH:19][CH:18]=4)[S:16][C:12]=3[S:11](=[O:24])(=[O:23])[NH:10][CH2:9]2)=[CH:4][CH:3]=1.C([SiH](CC)CC)C.FC(F)(F)S(O)(=O)=O.C([O-])(O)=O.[Na+]. (6) Given the product [CH3:22][O:12][C:11]1[C:32]([N:33]2[CH:36]=[C:15]([CH3:16])[N:14]=[CH:34]2)=[N:3][CH:4]=[C:5]([CH:10]=1)[C:6]([OH:8])=[O:7], predict the reactants needed to synthesize it. The reactants are: ClC1[C:11]([OH:12])=[CH:10][C:5]([C:6]([O:8]C)=[O:7])=[CH:4][N:3]=1.Cl[N:14]1C(=O)C[CH2:16][C:15]1=O.O[C:22]1C=NC=C(C=1)C(OC)=O.[CH3:32][N:33]([CH3:36])[CH:34]=O. (7) Given the product [Cl:13][C:12]1[C:3]2[CH2:2][N:23]([CH2:22][C:21]3[C:16]([O:15][CH3:14])=[N:17][C:18]([O:24][CH2:25][C:26]([F:27])([F:28])[F:29])=[CH:19][CH:20]=3)[C:5](=[O:7])[C:4]=2[CH:9]=[CH:10][N:11]=1, predict the reactants needed to synthesize it. The reactants are: Br[CH2:2][C:3]1[C:12]([Cl:13])=[N:11][CH:10]=[CH:9][C:4]=1[C:5]([O:7]C)=O.[CH3:14][O:15][C:16]1[C:21]([CH2:22][NH2:23])=[CH:20][CH:19]=[C:18]([O:24][CH2:25][C:26]([F:29])([F:28])[F:27])[N:17]=1. (8) Given the product [Si:30]([O:29][C@H:22]([C:23]1[CH:24]=[CH:25][CH:26]=[CH:27][CH:28]=1)[C@H:21]1[CH2:20][CH2:19][C@@H:18]([CH2:37][C:38]2[CH:39]=[CH:40][C:41]([C:42](=[O:43])[NH:1][CH2:2][CH2:3][C:4]3[CH:9]=[CH:8][CH:7]=[CH:6][N:5]=3)=[CH:45][CH:46]=2)[N:17]1[C:15]([O:14][C:10]([CH3:11])([CH3:12])[CH3:13])=[O:16])([C:33]([CH3:34])([CH3:35])[CH3:36])([CH3:32])[CH3:31], predict the reactants needed to synthesize it. The reactants are: [NH2:1][CH2:2][CH2:3][C:4]1[CH:9]=[CH:8][CH:7]=[CH:6][N:5]=1.[C:10]([O:14][C:15]([N:17]1[C@@H:21]([C@H:22]([O:29][Si:30]([C:33]([CH3:36])([CH3:35])[CH3:34])([CH3:32])[CH3:31])[C:23]2[CH:28]=[CH:27][CH:26]=[CH:25][CH:24]=2)[CH2:20][CH2:19][C@H:18]1[CH2:37][C:38]1[CH:46]=[CH:45][C:41]([C:42](O)=[O:43])=[CH:40][CH:39]=1)=[O:16])([CH3:13])([CH3:12])[CH3:11].CN(C(ON1N=NC2C=CC=NC1=2)=[N+](C)C)C.F[P-](F)(F)(F)(F)F.CCN(C(C)C)C(C)C. (9) Given the product [CH3:1][O:2][C:3]1[C:4]([C:5](=[O:7])[CH2:35][C:34]([C:31]2[CH:30]=[CH:29][C:28]([N+:25]([O-:27])=[O:26])=[CH:33][CH:32]=2)=[O:36])=[CH:8][CH:9]=[CH:10][N:11]=1, predict the reactants needed to synthesize it. The reactants are: [CH3:1][O:2][C:3]1[N:11]=[CH:10][CH:9]=[CH:8][C:4]=1[C:5]([OH:7])=O.CN1CCOCC1.C(OC(Cl)=O)C.[N+:25]([C:28]1[CH:33]=[CH:32][C:31]([C:34](=[O:36])[CH3:35])=[CH:30][CH:29]=1)([O-:27])=[O:26].C[Si]([N-][Si](C)(C)C)(C)C.[Li+].[NH4+].[Cl-]. (10) Given the product [CH3:3][CH2:2][O:1][CH2:6][CH3:5].[CH3:15][CH2:7][CH2:8][CH:9]([CH3:13])[CH3:10].[NH2:16][C:14]1[CH:13]=[C:9]([CH:8]=[C:7]([N:4]2[CH2:5][CH2:6][O:1][CH2:2][CH2:3]2)[CH:15]=1)[C:10]([OH:12])=[O:11], predict the reactants needed to synthesize it. The reactants are: [O:1]1[CH2:6][CH2:5][N:4]([C:7]2[CH:8]=[C:9]([CH:13]=[C:14]([N+:16]([O-])=O)[CH:15]=2)[C:10]([OH:12])=[O:11])[CH2:3][CH2:2]1.